From a dataset of Reaction yield outcomes from USPTO patents with 853,638 reactions. Predict the reaction yield, written as a fraction of the theoretical maximum amount of product (1.0 means a 100% yield; for example, 0.34 means a 34% yield). (1) The reactants are Cl.[S:2]([N:12]1[C:16]2[N:17]=[CH:18][C:19]3[N:20]([C:21]([C@@H:24]4[CH2:28][CH2:27][C@H:26]([NH2:29])[CH2:25]4)=[N:22][N:23]=3)[C:15]=2[CH:14]=[CH:13]1)([C:5]1[CH:11]=[CH:10][C:8]([CH3:9])=[CH:7][CH:6]=1)(=[O:4])=[O:3].CC([O-])=O.[Na+].C[O:36][CH:37]1[CH:41]([CH:42]=O)[CH2:40][CH:39](OC)O1. The catalyst is C(Cl)Cl.O. The product is [S:2]([N:12]1[C:16]2[N:17]=[CH:18][C:19]3[N:20]([C:21]([C@@H:24]4[CH2:28][CH2:27][C@H:26]([N:29]5[CH:39]=[CH:40][C:41]([CH:37]=[O:36])=[CH:42]5)[CH2:25]4)=[N:22][N:23]=3)[C:15]=2[CH:14]=[CH:13]1)([C:5]1[CH:11]=[CH:10][C:8]([CH3:9])=[CH:7][CH:6]=1)(=[O:4])=[O:3]. The yield is 0.330. (2) The reactants are [OH:1][CH2:2][CH2:3][CH2:4][CH2:5][CH2:6][CH2:7][CH2:8][CH2:9][O:10][C:11]1[CH:18]=[CH:17][CH:16]=[C:15]([N+:19]([O-:21])=[O:20])[C:12]=1[C:13]#[N:14].N1C=CC=CC=1.[C:28](Cl)(=[O:30])[CH3:29]. The catalyst is C(Cl)Cl. The product is [C:28]([O:1][CH2:2][CH2:3][CH2:4][CH2:5][CH2:6][CH2:7][CH2:8][CH2:9][O:10][C:11]1[CH:18]=[CH:17][CH:16]=[C:15]([N+:19]([O-:21])=[O:20])[C:12]=1[C:13]#[N:14])(=[O:30])[CH3:29]. The yield is 1.00.